Dataset: Full USPTO retrosynthesis dataset with 1.9M reactions from patents (1976-2016). Task: Predict the reactants needed to synthesize the given product. Given the product [CH3:33][N:32]([CH3:34])[C:30]([NH:29][C:25]1[CH:24]=[C:23]([O:22][C:21]2[CH:35]=[CH:36][C:18]([NH:17][C:12]([NH:10][C:8](=[O:9])[CH2:7][C:1]3[CH:6]=[CH:5][CH:4]=[CH:3][CH:2]=3)=[O:13])=[CH:19][C:20]=2[F:37])[CH:28]=[CH:27][N:26]=1)=[O:31], predict the reactants needed to synthesize it. The reactants are: [C:1]1([CH2:7][C:8]([NH2:10])=[O:9])[CH:6]=[CH:5][CH:4]=[CH:3][CH:2]=1.C(Cl)(=O)[C:12](Cl)=[O:13].[NH2:17][C:18]1[CH:36]=[CH:35][C:21]([O:22][C:23]2[CH:28]=[CH:27][N:26]=[C:25]([NH:29][C:30]([N:32]([CH3:34])[CH3:33])=[O:31])[CH:24]=2)=[C:20]([F:37])[CH:19]=1.C(OCC)(=O)C.